Dataset: Retrosynthesis with 50K atom-mapped reactions and 10 reaction types from USPTO. Task: Predict the reactants needed to synthesize the given product. (1) Given the product Cn1nc(C2CCN(C(=O)OC(C)(C)C)CC2)c2sccc21, predict the reactants needed to synthesize it. The reactants are: CNN=C(c1sccc1Br)C1CCN(C(=O)OC(C)(C)C)CC1. (2) The reactants are: COc1ccc(Cn2nccc2N)cc1.Cc1ccccc1-n1nnnc1SCC(=O)O. Given the product COc1ccc(Cn2nccc2NC(=O)CSc2nnnn2-c2ccccc2C)cc1, predict the reactants needed to synthesize it. (3) Given the product O=C(O)c1cc(C2CCCC2)on1, predict the reactants needed to synthesize it. The reactants are: CCOC(=O)c1cc(C2CCCC2)on1.